Dataset: Reaction yield outcomes from USPTO patents with 853,638 reactions. Task: Predict the reaction yield, written as a fraction of the theoretical maximum amount of product (1.0 means a 100% yield; for example, 0.34 means a 34% yield). (1) The reactants are [CH2:1]([O:3][C:4]([C:6]1[O:10][C:9]([NH2:11])=[N:8][CH:7]=1)=[O:5])[CH3:2].CC1(C)C2C(=C(P(C3C=CC=CC=3)C3C=CC=CC=3)C=CC=2)OC2C(P(C3C=CC=CC=3)C3C=CC=CC=3)=CC=CC1=2.C(=O)([O-])[O-].[Cs+].[Cs+].O1CCOCC1.Br[C:67]1[CH:72]=[C:71]([Br:73])[CH:70]=[CH:69][N:68]=1. The catalyst is C(Cl)Cl. The product is [Br:73][C:71]1[CH:70]=[CH:69][N:68]=[C:67]([NH:11][C:9]2[O:10][C:6]([C:4]([O:3][CH2:1][CH3:2])=[O:5])=[CH:7][N:8]=2)[CH:72]=1. The yield is 0.580. (2) The reactants are C([Sn](CCCC)(CCCC)[C:6]1[CH:11]=[CH:10][CH:9]=[CH:8][N:7]=1)CCC.[F:20][C:21]([F:47])([F:46])[C:22]1[CH:23]=[C:24]([NH:32][C:33](=[O:45])[C:34]2[CH:39]=[C:38](I)[CH:37]=[CH:36][C:35]=2[O:41][CH2:42][O:43][CH3:44])[CH:25]=[C:26]([C:28]([F:31])([F:30])[F:29])[CH:27]=1.O. The catalyst is CN(C)C=O.Cl[Pd](Cl)([P](C1C=CC=CC=1)(C1C=CC=CC=1)C1C=CC=CC=1)[P](C1C=CC=CC=1)(C1C=CC=CC=1)C1C=CC=CC=1. The product is [F:20][C:21]([F:46])([F:47])[C:22]1[CH:23]=[C:24]([NH:32][C:33](=[O:45])[C:34]2[CH:39]=[C:38]([C:6]3[CH:11]=[CH:10][CH:9]=[CH:8][N:7]=3)[CH:37]=[CH:36][C:35]=2[O:41][CH2:42][O:43][CH3:44])[CH:25]=[C:26]([C:28]([F:30])([F:31])[F:29])[CH:27]=1. The yield is 0.208. (3) The reactants are [NH2:1][C:2]1[CH:7]=[C:6]([CH:8]([CH3:10])[CH3:9])[C:5]([NH:11]S(C2C=CC(C)=CC=2)(=O)=O)=[C:4]([CH:22]([CH3:24])[CH3:23])[CH:3]=1.Br[CH2:26][CH2:27][O:28][CH2:29][CH2:30]Br.C(N(CC)C(C)C)(C)C.CN1CCCC1. The catalyst is C(OCC)(=O)C. The product is [CH:22]([C:4]1[CH:3]=[C:2]([N:1]2[CH2:30][CH2:29][O:28][CH2:27][CH2:26]2)[CH:7]=[C:6]([CH:8]([CH3:9])[CH3:10])[C:5]=1[NH2:11])([CH3:23])[CH3:24]. The yield is 0.990. (4) The reactants are [Br:1][C:2]1[CH:7]=[CH:6][C:5](I)=[CH:4][CH:3]=1.[CH2:9]([N:16]1[CH:20]=[C:19](B2OC(C)(C)C(C)(C)O2)[CH:18]=[N:17]1)[C:10]1[CH:15]=[CH:14][CH:13]=[CH:12][CH:11]=1.C([O-])(=O)C.[K+].C([O-])([O-])=O.[Cs+].[Cs+]. The catalyst is CS(C)=O.C1C=CC(P(C2C=CC=CC=2)[C-]2C=CC=C2)=CC=1.C1C=CC(P(C2C=CC=CC=2)[C-]2C=CC=C2)=CC=1.Cl[Pd]Cl.[Fe+2]. The product is [CH2:9]([N:16]1[CH:20]=[C:19]([C:5]2[CH:6]=[CH:7][C:2]([Br:1])=[CH:3][CH:4]=2)[CH:18]=[N:17]1)[C:10]1[CH:15]=[CH:14][CH:13]=[CH:12][CH:11]=1. The yield is 0.990.